From a dataset of Full USPTO retrosynthesis dataset with 1.9M reactions from patents (1976-2016). Predict the reactants needed to synthesize the given product. (1) Given the product [NH2:32][C:33]1[S:37][C:36]([C:38]2[C:43]([F:44])=[CH:42][CH:41]=[CH:40][N:39]=2)=[N:35][C:34]=1[C:45]([NH:1][C:2]1[CH:3]=[N:4][N:5]([CH3:24])[C:6]=1[N:7]1[CH2:13][CH2:12][CH:11]([O:14][CH3:15])[CH:10]([NH2:16])[CH2:9][CH2:8]1)=[O:46], predict the reactants needed to synthesize it. The reactants are: [NH2:1][C:2]1[CH:3]=[N:4][N:5]([CH3:24])[C:6]=1[N:7]1[CH2:13][CH2:12][C@@H:11]([O:14][CH3:15])[C@H:10]([NH:16]C(=O)OC(C)(C)C)[CH2:9][CH2:8]1.C(OC([NH:32][C:33]1[S:37][C:36]([C:38]2[C:43]([F:44])=[CH:42][CH:41]=[CH:40][N:39]=2)=[N:35][C:34]=1[C:45](O)=[O:46])=O)(C)(C)C. (2) Given the product [Br:1][C:2]1[CH:3]=[C:4]2[N:9]=[C:24]([C:22]3[O:23][C:19]([C:16]4[CH:17]=[CH:18][C:13]([N+:10]([O-:12])=[O:11])=[CH:14][CH:15]=4)=[CH:20][CH:21]=3)[NH:8][C:5]2=[N:6][CH:7]=1, predict the reactants needed to synthesize it. The reactants are: [Br:1][C:2]1[CH:3]=[C:4]([NH2:9])[C:5]([NH2:8])=[N:6][CH:7]=1.[N+:10]([C:13]1[CH:18]=[CH:17][C:16]([C:19]2[O:23][C:22]([CH:24]=O)=[CH:21][CH:20]=2)=[CH:15][CH:14]=1)([O-:12])=[O:11]. (3) Given the product [ClH:1].[CH3:9][N:7]([CH3:8])[CH2:6][C@H:5]([CH3:10])[C@H:4]([C:11]1[CH:12]=[C:13]([OH:17])[CH:14]=[CH:15][CH:16]=1)[CH2:2][CH3:3], predict the reactants needed to synthesize it. The reactants are: [ClH:1].[CH2:2]([C@@H:4]([C:11]1[CH:16]=[CH:15][CH:14]=[C:13]([O:17]CC2C=CC=CC=2)[CH:12]=1)[C@@H:5]([CH3:10])[CH2:6][N:7]([CH3:9])[CH3:8])[CH3:3]. (4) Given the product [CH3:6][O:5][C:3](=[O:4])[C:2]([CH3:1])([CH3:9])[CH2:7][N:20]1[CH2:19][CH2:18][N:17]([C:10]([O:12][C:13]([CH3:16])([CH3:15])[CH3:14])=[O:11])[CH2:22][CH2:21]1, predict the reactants needed to synthesize it. The reactants are: [CH3:1][C:2]([CH3:9])([CH:7]=O)[C:3]([O:5][CH3:6])=[O:4].[C:10]([N:17]1[CH2:22][CH2:21][NH:20][CH2:19][CH2:18]1)([O:12][C:13]([CH3:16])([CH3:15])[CH3:14])=[O:11].[BH-](OC(C)=O)(OC(C)=O)OC(C)=O.[Na+]. (5) Given the product [CH:29]([NH:1][C:2]1[CH:3]=[CH:4][C:5]2[C:6]3[N:14]=[C:13]([C:15]4[CH:20]=[CH:19][CH:18]=[C:17]([C:21]([F:24])([F:23])[F:22])[CH:16]=4)[CH:12]=[C:11]([C:25]([NH2:27])=[O:26])[C:7]=3[NH:8][C:9]=2[CH:10]=1)([CH3:30])[CH3:28], predict the reactants needed to synthesize it. The reactants are: [NH2:1][C:2]1[CH:3]=[CH:4][C:5]2[C:6]3[N:14]=[C:13]([C:15]4[CH:20]=[CH:19][CH:18]=[C:17]([C:21]([F:24])([F:23])[F:22])[CH:16]=4)[CH:12]=[C:11]([C:25]([NH2:27])=[O:26])[C:7]=3[NH:8][C:9]=2[CH:10]=1.[CH3:28][C:29](=O)[CH3:30].C(O[BH-](OC(=O)C)OC(=O)C)(=O)C.[Na+].C(O)(C(F)(F)F)=O.N. (6) Given the product [CH3:102][O:101][C:98](=[O:100])[NH:68][CH:73]([C:72]([N:42]1[CH2:43][CH2:44][CH2:45][CH:41]1[C:38]1[NH:37][C:36]([C:34]2[CH:33]=[CH:32][C:31]3[C:27]4[CH:26]=[CH:25][C:24]([C:21]5[CH:22]=[CH:23][C:17]6[N:16]=[C:15]([CH:14]7[CH:13]8[CH2:54][CH:10]([CH2:11][CH2:12]8)[N:9]7[C:61](=[O:62])[CH:60]([NH:59][C:57]([O:56][CH3:55])=[O:58])[CH:64]([CH3:66])[CH3:65])[NH:19][C:18]=6[CH:20]=5)=[CH:53][C:28]=4[S:29][C:30]=3[CH:35]=2)=[CH:40][N:39]=1)=[O:71])[CH:84]([CH3:85])[CH3:83], predict the reactants needed to synthesize it. The reactants are: Cl.C(OC([N:9]1[CH:14]([C:15]2[NH:19][C:18]3[CH:20]=[C:21]([C:24]4[CH:25]=[CH:26][C:27]5[C:31]6[CH:32]=[CH:33][C:34]([C:36]7[NH:37][C:38]([CH:41]8[CH2:45][CH2:44][CH2:43][N:42]8C(OC(C)(C)C)=O)=[N:39][CH:40]=7)=[CH:35][C:30]=6[S:29][C:28]=5[CH:53]=4)[CH:22]=[CH:23][C:17]=3[N:16]=2)[CH:13]2[CH2:54][CH:10]1[CH2:11][CH2:12]2)=O)(C)(C)C.[CH3:55][O:56][C:57]([NH:59][CH:60]([CH:64]([CH3:66])[CH3:65])[C:61](O)=[O:62])=[O:58].C[N:68]1[CH2:73][CH2:72][O:71]CC1.CN(C(ON1N=N[C:84]2[CH:85]=CC=N[C:83]1=2)=[N+](C)C)C.F[P-](F)(F)(F)(F)F.[C:98]([O:101][CH2:102]C)(=[O:100])C. (7) The reactants are: [CH3:1][O:2][C:3]1[CH:10]=[C:9]([CH3:11])[C:8]([O:12][CH3:13])=[CH:7][C:4]=1[CH:5]=[O:6].[Mn]([O-])(=O)(=O)=[O:15].[K+].[OH-].[Na+]. Given the product [CH3:1][O:2][C:3]1[CH:10]=[C:9]([CH3:11])[C:8]([O:12][CH3:13])=[CH:7][C:4]=1[C:5]([OH:15])=[O:6], predict the reactants needed to synthesize it. (8) Given the product [CH:3]12[CH2:4][CH:5]3[CH2:6][CH:7]([CH2:8][CH:1]([CH2:10]3)[CH:2]1[CH2:11][C:12]([NH:14][C:15]1[CH:24]=[CH:23][CH:22]=[C:21]3[C:16]=1[CH:17]=[CH:18][NH:26][C:20]3=[O:25])=[O:13])[CH2:9]2, predict the reactants needed to synthesize it. The reactants are: [CH:1]12[CH2:10][CH:5]3[CH2:6][CH:7]([CH2:9][CH:3]([CH2:4]3)[CH:2]1[CH2:11][C:12]([NH:14][C:15]1[CH:24]=[CH:23][CH:22]=[C:21]3[C:16]=1[CH:17]=[CH:18]O[C:20]3=[O:25])=[O:13])[CH2:8]2.[NH3:26]. (9) Given the product [Br:22][CH2:23][C:24](/[N:14]=[C:10]1\[S:11][CH2:12][CH2:13][N:9]\1[CH2:8][C:5]1[CH:4]=[N:3][C:2]([Cl:1])=[CH:7][CH:6]=1)=[O:25], predict the reactants needed to synthesize it. The reactants are: [Cl:1][C:2]1[CH:7]=[CH:6][C:5]([CH2:8][N:9]2[CH2:13][CH2:12][S:11][C:10]2=[NH:14])=[CH:4][N:3]=1.C(N(CC)CC)C.[Br:22][CH2:23][C:24](Cl)=[O:25]. (10) Given the product [CH2:1]1[CH:9]2[CH:4]([CH2:5][CH:6]=[CH:7][CH2:8]2)[CH2:3][N:2]1[C:22]([O:21][C:18]([CH3:20])([CH3:19])[CH3:17])=[O:23], predict the reactants needed to synthesize it. The reactants are: [CH:1]1[NH:2][CH:3]=[C:4]2[C:9]=1[CH:8]=[CH:7][CH:6]=[CH:5]2.CCN(CC)CC.[CH3:17][C:18]([O:21][C:22](O[C:22]([O:21][C:18]([CH3:20])([CH3:19])[CH3:17])=[O:23])=[O:23])([CH3:20])[CH3:19].